This data is from Experimental lipophilicity measurements (octanol/water distribution) for 4,200 compounds from AstraZeneca. The task is: Regression/Classification. Given a drug SMILES string, predict its absorption, distribution, metabolism, or excretion properties. Task type varies by dataset: regression for continuous measurements (e.g., permeability, clearance, half-life) or binary classification for categorical outcomes (e.g., BBB penetration, CYP inhibition). For this dataset (lipophilicity_astrazeneca), we predict Y. The molecule is CCN(C(=O)Cc1ccc(S(C)(=O)=O)cc1)C1CCN(CC[C@@H](c2ccccc2)C2CCN(S(C)(=O)=O)CC2)CC1. The Y is 1.05 logD.